From a dataset of Reaction yield outcomes from USPTO patents with 853,638 reactions. Predict the reaction yield, written as a fraction of the theoretical maximum amount of product (1.0 means a 100% yield; for example, 0.34 means a 34% yield). (1) The reactants are C([O:5][C:6](=[O:41])[CH2:7][CH2:8][CH2:9][CH2:10][N:11]1[C:17]2[CH:18]=[CH:19][C:20]([I:22])=[CH:21][C:16]=2[C:15](=[O:23])[N:14]([C@@H:24]([C:26]2[CH:31]=[CH:30][C:29]([Cl:32])=[CH:28][CH:27]=2)[CH3:25])[C@@H:13]([C:33]2[CH:38]=[CH:37][C:36]([Cl:39])=[CH:35][CH:34]=2)[C:12]1=[O:40])(C)(C)C. The catalyst is C(O)(C(F)(F)F)=O.ClCCl. The product is [Cl:39][C:36]1[CH:37]=[CH:38][C:33]([C@H:13]2[C:12](=[O:40])[N:11]([CH2:10][CH2:9][CH2:8][CH2:7][C:6]([OH:41])=[O:5])[C:17]3[CH:18]=[CH:19][C:20]([I:22])=[CH:21][C:16]=3[C:15](=[O:23])[N:14]2[C@@H:24]([C:26]2[CH:27]=[CH:28][C:29]([Cl:32])=[CH:30][CH:31]=2)[CH3:25])=[CH:34][CH:35]=1. The yield is 0.960. (2) The reactants are [CH2:1]([N:6]1[C:14]2[N:13]=[CH:12][NH:11][C:10]=2[C:9](=[O:15])[NH:8]/[C:7]/1=[N:16]\[NH2:17])[CH2:2][CH2:3][CH2:4][CH3:5].[C:18]1([CH2:24][C:25]([OH:27])=O)[CH:23]=[CH:22][CH:21]=[CH:20][CH:19]=1.F[P-](F)(F)(F)(F)F.N1(O[P+](N(C)C)(N(C)C)N(C)C)C2C=CC=CC=2N=N1.C(N(CC)CC)C.CN([CH:65]=[O:66])C. The catalyst is C(OCC)(=O)C. The product is [CH3:65][O:66][C:21]1[CH:22]=[CH:23][C:18]([CH2:24][C:25]([NH:17]/[N:16]=[C:7]2\[NH:8][C:9](=[O:15])[C:10]3[NH:11][CH:12]=[N:13][C:14]=3[N:6]\2[CH2:1][CH2:2][CH2:3][CH2:4][CH3:5])=[O:27])=[CH:19][CH:20]=1. The yield is 0.980.